Dataset: Forward reaction prediction with 1.9M reactions from USPTO patents (1976-2016). Task: Predict the product of the given reaction. (1) Given the reactants [NH2:1][C@@H:2]([C:4]([OH:6])=[O:5])[CH3:3].S(Cl)([Cl:9])=O.[CH3:11][CH:12](O)[CH3:13], predict the reaction product. The product is: [ClH:9].[CH:12]([O:5][C:4](=[O:6])[C@@H:2]([CH3:3])[NH2:1])([CH3:13])[CH3:11]. (2) The product is: [Br:1][C:2]1[CH:7]=[CH:6][C:5]([S:8]([NH:16][CH:13]2[CH2:15][CH2:14]2)(=[O:10])=[O:9])=[C:4]([F:12])[CH:3]=1. Given the reactants [Br:1][C:2]1[CH:7]=[CH:6][C:5]([S:8](Cl)(=[O:10])=[O:9])=[C:4]([F:12])[CH:3]=1.[CH:13]1([NH2:16])[CH2:15][CH2:14]1, predict the reaction product. (3) The product is: [C:11]([O:15][C:16]([N:18]1[C@@H:22]([C@H:23]([O:49][CH2:50][C:51]2[CH:52]=[CH:53][CH:54]=[CH:55][CH:56]=2)[C@@H:24]([N:34]([CH2:42][C:43]2[CH:44]=[CH:45][CH:46]=[CH:47][CH:48]=2)[CH2:35][C:36]2[CH:37]=[CH:38][CH:39]=[CH:40][CH:41]=2)[CH2:25][C:26]2[CH:27]=[C:28]([F:33])[CH:29]=[C:30]([O:10][CH2:3][C:4]3[CH:9]=[CH:8][CH:7]=[CH:6][CH:5]=3)[CH:31]=2)[CH2:21][O:20][C:19]1([CH3:58])[CH3:57])=[O:17])([CH3:14])([CH3:12])[CH3:13]. Given the reactants [H-].[Na+].[CH2:3]([OH:10])[C:4]1[CH:9]=[CH:8][CH:7]=[CH:6][CH:5]=1.[C:11]([O:15][C:16]([N:18]1[C@@H:22]([C@H:23]([O:49][CH2:50][C:51]2[CH:56]=[CH:55][CH:54]=[CH:53][CH:52]=2)[C@@H:24]([N:34]([CH2:42][C:43]2[CH:48]=[CH:47][CH:46]=[CH:45][CH:44]=2)[CH2:35][C:36]2[CH:41]=[CH:40][CH:39]=[CH:38][CH:37]=2)[CH2:25][C:26]2[CH:31]=[C:30](F)[CH:29]=[C:28]([F:33])[CH:27]=2)[CH2:21][O:20][C:19]1([CH3:58])[CH3:57])=[O:17])([CH3:14])([CH3:13])[CH3:12].[Cl-].[NH4+], predict the reaction product. (4) Given the reactants Cl[C:2]1[N:3]=[C:4]([N:15]2[CH2:20][CH2:19][O:18][CH2:17][CH2:16]2)[C:5]2[S:10][C:9]([C:11]([OH:14])([CH3:13])[CH3:12])=[CH:8][C:6]=2[N:7]=1.CC1(C)C(C)(C)OB([C:29]2[C:38]3[C:33](=[CH:34][CH:35]=[CH:36][CH:37]=3)[C:32]([NH2:39])=[N:31][CH:30]=2)O1.C(=O)([O-])[O-].[Na+].[Na+], predict the reaction product. The product is: [NH2:39][C:32]1[C:33]2[C:38](=[CH:37][CH:36]=[CH:35][CH:34]=2)[C:29]([C:2]2[N:3]=[C:4]([N:15]3[CH2:20][CH2:19][O:18][CH2:17][CH2:16]3)[C:5]3[S:10][C:9]([C:11]([OH:14])([CH3:13])[CH3:12])=[CH:8][C:6]=3[N:7]=2)=[CH:30][N:31]=1. (5) Given the reactants O[CH2:2][C:3]1[C:8]2[C:9]([O:31][CH3:32])=[N:10][N:11]([C:12]([C:25]3[CH:30]=[CH:29][CH:28]=[CH:27][CH:26]=3)([C:19]3[CH:24]=[CH:23][CH:22]=[CH:21][CH:20]=3)[C:13]3[CH:18]=[CH:17][CH:16]=[CH:15][CH:14]=3)[C:7]=2[CH:6]=[C:5]([NH:33][C:34]([NH:36][C@@H:37]([C:39]2[CH:44]=[CH:43][CH:42]=[CH:41][CH:40]=2)[CH3:38])=[O:35])[N:4]=1.S(Cl)([Cl:47])=O, predict the reaction product. The product is: [Cl:47][CH2:2][C:3]1[C:8]2[C:9]([O:31][CH3:32])=[N:10][N:11]([C:12]([C:25]3[CH:30]=[CH:29][CH:28]=[CH:27][CH:26]=3)([C:19]3[CH:24]=[CH:23][CH:22]=[CH:21][CH:20]=3)[C:13]3[CH:18]=[CH:17][CH:16]=[CH:15][CH:14]=3)[C:7]=2[CH:6]=[C:5]([NH:33][C:34]([NH:36][C@@H:37]([C:39]2[CH:44]=[CH:43][CH:42]=[CH:41][CH:40]=2)[CH3:38])=[O:35])[N:4]=1.